This data is from Peptide-MHC class II binding affinity with 134,281 pairs from IEDB. The task is: Regression. Given a peptide amino acid sequence and an MHC pseudo amino acid sequence, predict their binding affinity value. This is MHC class II binding data. (1) The peptide sequence is EAVRHFPRPWLHGL. The MHC is HLA-DQA10104-DQB10503 with pseudo-sequence HLA-DQA10104-DQB10503. The binding affinity (normalized) is 0.0119. (2) The peptide sequence is DGTYDITKLGAKPDG. The MHC is HLA-DPA10103-DPB10401 with pseudo-sequence HLA-DPA10103-DPB10401. The binding affinity (normalized) is 0.0254. (3) The peptide sequence is LVGPFNFRFMSKGGMRNVFDEVIPT. The MHC is HLA-DPA10201-DPB11401 with pseudo-sequence HLA-DPA10201-DPB11401. The binding affinity (normalized) is 0.205. (4) The peptide sequence is LENDNQLLYNYPGAL. The MHC is DRB1_1302 with pseudo-sequence DRB1_1302. The binding affinity (normalized) is 1.00. (5) The peptide sequence is NYNCKILPNTLVLDF. The MHC is DRB1_0101 with pseudo-sequence DRB1_0101. The binding affinity (normalized) is 0.968.